From a dataset of Catalyst prediction with 721,799 reactions and 888 catalyst types from USPTO. Predict which catalyst facilitates the given reaction. (1) Reactant: [O:1]1[CH2:6][CH2:5][CH:4]([CH2:7][OH:8])[CH2:3][CH2:2]1.C(N(CC)CC)C.[S:16](Cl)([CH3:19])(=[O:18])=[O:17]. Product: [CH3:19][S:16]([O:8][CH2:7][CH:4]1[CH2:5][CH2:6][O:1][CH2:2][CH2:3]1)(=[O:18])=[O:17]. The catalyst class is: 4. (2) Reactant: [CH3:1][C@H:2]1[CH2:10][C:9]2[C:4](=[CH:5][C:6]([CH3:11])=[CH:7][CH:8]=2)[C@@H:3]1[NH:12][C:13]1[N:18]=[C:17]([NH2:19])[N:16]=[CH:15][N:14]=1.[F:20][C:21]([F:32])([F:31])[C:22](O[C:22](=[O:23])[C:21]([F:32])([F:31])[F:20])=[O:23]. Product: [CH3:1][C@H:2]1[CH2:10][C:9]2[C:4](=[CH:5][C:6]([CH3:11])=[CH:7][CH:8]=2)[C@@H:3]1[NH:12][C:13]1[N:14]=[CH:15][N:16]=[C:17]([NH:19][C:22](=[O:23])[C:21]([F:32])([F:31])[F:20])[N:18]=1. The catalyst class is: 6. (3) Reactant: [I-].[CH3:2][S+](C)(C)=O.[H-].[Na+].[CH2:9]([N:16]1[CH2:20][CH2:19][C:18](=[O:21])[CH2:17]1)[C:10]1[CH:15]=[CH:14][CH:13]=[CH:12][CH:11]=1.O. Product: [CH2:9]([N:16]1[CH2:20][CH2:19][C:18]2([CH2:2][O:21]2)[CH2:17]1)[C:10]1[CH:11]=[CH:12][CH:13]=[CH:14][CH:15]=1. The catalyst class is: 148. (4) Reactant: C[O:2][C:3]1[CH:20]=[CH:19][C:18]2[C:17]3[C:12](=[CH:13][CH:14]=[CH:15][CH:16]=3)[C:11]3[C:6](=[CH:7][CH:8]=[CH:9][CH:10]=3)[C:5]=2[CH:4]=1.B(Br)(Br)Br.[B].O. Product: [OH:2][C:3]1[CH:20]=[CH:19][C:18]2[C:17]3[C:12](=[CH:13][CH:14]=[CH:15][CH:16]=3)[C:11]3[C:6](=[CH:7][CH:8]=[CH:9][CH:10]=3)[C:5]=2[CH:4]=1. The catalyst class is: 2. (5) Reactant: [CH3:1][N:2]1[C:10]([CH3:11])=[C:9]2[C:4]([CH:5]=[CH:6][C:7]([N:12]3[CH:17]=[CH:16][C:15]([OH:18])=[CH:14][C:13]3=[O:19])=[CH:8]2)=[N:3]1.[Br:20][C:21]1[N:22]=[C:23]([CH2:26]O)[S:24][CH:25]=1.C1(P(C2C=CC=CC=2)C2C=CC=CC=2)C=CC=CC=1.O. Product: [Br:20][C:21]1[N:22]=[C:23]([CH2:26][O:18][C:15]2[CH:16]=[CH:17][N:12]([C:7]3[CH:6]=[CH:5][C:4]4[C:9](=[C:10]([CH3:11])[N:2]([CH3:1])[N:3]=4)[CH:8]=3)[C:13](=[O:19])[CH:14]=2)[S:24][CH:25]=1. The catalyst class is: 7. (6) Reactant: [OH:1][CH2:2][CH2:3][CH2:4][O:5][C:6]1[CH:11]=[CH:10][C:9]([C:12]([F:15])([F:14])[F:13])=[CH:8][N:7]=1.[Cl:16][C:17]1[CH:22]=[C:21]([O:23][CH2:24][CH:25]=[C:26]([Cl:28])[Cl:27])[CH:20]=[C:19]([CH3:29])[C:18]=1O.C1(P(C2C=CC=CC=2)C2C=CC=CC=2)C=CC=CC=1.N(C(OC(C)C)=O)=NC(OC(C)C)=O. Product: [Cl:16][C:17]1[CH:22]=[C:21]([O:23][CH2:24][CH:25]=[C:26]([Cl:27])[Cl:28])[CH:20]=[C:19]([CH3:29])[C:18]=1[O:1][CH2:2][CH2:3][CH2:4][O:5][C:6]1[CH:11]=[CH:10][C:9]([C:12]([F:15])([F:13])[F:14])=[CH:8][N:7]=1. The catalyst class is: 4. (7) Reactant: [Br:1][C:2]1[CH:3]=[C:4]([OH:8])[CH:5]=[N:6][CH:7]=1.N1C=CN=C1.ClCCl.[Si:17](Cl)([C:20]([CH3:23])([CH3:22])[CH3:21])([CH3:19])[CH3:18]. Product: [Br:1][C:2]1[CH:7]=[N:6][CH:5]=[C:4]([O:8][Si:17]([C:20]([CH3:23])([CH3:22])[CH3:21])([CH3:19])[CH3:18])[CH:3]=1. The catalyst class is: 614. (8) Reactant: [C:1](=[O:27])(OC1C=CC([N+]([O-])=O)=CC=1)[O:2][CH:3](C(OC(C)(C)C)=O)[CH:4]1[CH2:9][CH2:8][NH:7][CH2:6][CH2:5]1.CCN(C(C)C)C(C)C.Cl.Cl.[CH3:39][C:40]1[CH:45]=[CH:44][C:43]([N:46]2[CH2:51][CH2:50][NH:49][CH2:48][CH2:47]2)=[CH:42][CH:41]=1. Product: [CH3:39][C:40]1[CH:41]=[CH:42][C:43]([N:46]2[CH2:51][CH2:50][N:49]([C:1]([O:2][CH2:3][CH:4]3[CH2:5][CH2:6][NH:7][CH2:8][CH2:9]3)=[O:27])[CH2:48][CH2:47]2)=[CH:44][CH:45]=1. The catalyst class is: 3. (9) Reactant: [OH:1][C:2]1[CH:10]=[C:9]([OH:11])[CH:8]=[CH:7][C:3]=1[C:4]([OH:6])=[O:5].S(=O)(=O)(O)O.[CH:17](OC)(OC)OC. Product: [CH3:17][O:5][C:4](=[O:6])[C:3]1[CH:7]=[CH:8][C:9]([OH:11])=[CH:10][C:2]=1[OH:1]. The catalyst class is: 24. (10) Reactant: Cl.Cl.C[O:4][C:5](=[O:13])[C@H:6]([CH2:8][CH2:9][CH2:10][CH2:11][NH2:12])[NH2:7].[OH-].[Na+]. Product: [NH2:7][C@H:6]([C:5]([OH:13])=[O:4])[CH2:8][CH2:9][CH2:10][CH2:11][NH2:12]. The catalyst class is: 5.